From a dataset of Reaction yield outcomes from USPTO patents with 853,638 reactions. Predict the reaction yield, written as a fraction of the theoretical maximum amount of product (1.0 means a 100% yield; for example, 0.34 means a 34% yield). (1) The reactants are C([O:3][C:4](=O)[C:5]([N:8]1[CH2:13][CH2:12][N:11]([C:14]([O:16][C:17]([CH3:20])([CH3:19])[CH3:18])=[O:15])[CH2:10][CH2:9]1)([CH3:7])[CH3:6])C.[H-].[H-].[H-].[H-].[Li+].[Al+3]. The catalyst is C1COCC1. The product is [OH:3][CH2:4][C:5]([N:8]1[CH2:9][CH2:10][N:11]([C:14]([O:16][C:17]([CH3:20])([CH3:19])[CH3:18])=[O:15])[CH2:12][CH2:13]1)([CH3:7])[CH3:6]. The yield is 0.600. (2) The reactants are [OH:1][C:2]1[CH:10]=[C:9]2[C:5]([C:6]([C:13]#[N:14])=[CH:7][N:8]2[CH2:11][CH3:12])=[CH:4][CH:3]=1.C([O-])([O-])=O.[K+].[K+].IC.[CH2:23](C(C)=O)[CH3:24]. The catalyst is O. The product is [CH2:23]([O:1][C:2]1[CH:10]=[C:9]2[C:5]([C:6]([C:13]#[N:14])=[CH:7][N:8]2[CH2:11][CH3:12])=[CH:4][CH:3]=1)[CH3:24]. The yield is 1.00. (3) The reactants are [CH3:1][C@H:2]1[N:13]([CH3:14])[C:12](=[O:15])[C@H:11]([CH2:16][C:17](O)=[O:18])[CH2:10][CH:9]=[CH:8][CH2:7][CH2:6][C:5](=[O:20])[O:4][C@@H:3]1[C:21]1[CH:26]=[CH:25][CH:24]=[CH:23][CH:22]=1.[CH2:27]([O:29][CH2:30][CH2:31][NH2:32])[CH3:28].CO.C(Cl)Cl. The catalyst is C(Cl)Cl. The product is [CH3:1][C@H:2]1[N:13]([CH3:14])[C:12](=[O:15])[C@H:11]([CH2:16][C:17]([NH:32][CH2:31][CH2:30][O:29][CH2:27][CH3:28])=[O:18])[CH2:10][CH:9]=[CH:8][CH2:7][CH2:6][C:5](=[O:20])[O:4][C@@H:3]1[C:21]1[CH:22]=[CH:23][CH:24]=[CH:25][CH:26]=1. The yield is 0.530. (4) The reactants are [Br:1][C:2]1[CH:7]=[C:6]([F:8])[CH:5]=[CH:4][C:3]=1[OH:9].C([O-])([O-])=O.[K+].[K+].Cl[CH2:17][C:18](=[O:20])[CH3:19]. The catalyst is CN(C=O)C. The product is [Br:1][C:2]1[CH:7]=[C:6]([F:8])[CH:5]=[CH:4][C:3]=1[O:9][CH2:17][C:18](=[O:20])[CH3:19]. The yield is 0.590. (5) The reactants are [NH2:1][C:2]1[CH:3]=[N:4][CH:5]=[CH:6][C:7]=1[C:8]1[N:13]=[C:12]([C:14]([F:17])([F:16])[F:15])[N:11]=[C:10]([NH:18][C:19](=[O:25])[O:20][C:21]([CH3:24])([CH3:23])[CH3:22])[CH:9]=1.[NH2:26][C:27]1[C:28]([C:34](O)=[O:35])=[N:29][C:30]([Br:33])=[CH:31][CH:32]=1.C1C=NC2N(O)N=NC=2C=1.C(Cl)CCl. The catalyst is CN(C=O)C.O. The product is [NH2:26][C:27]1[C:28]([C:34]([NH:1][C:2]2[CH:3]=[N:4][CH:5]=[CH:6][C:7]=2[C:8]2[N:13]=[C:12]([C:14]([F:15])([F:16])[F:17])[N:11]=[C:10]([NH:18][C:19](=[O:25])[O:20][C:21]([CH3:22])([CH3:24])[CH3:23])[CH:9]=2)=[O:35])=[N:29][C:30]([Br:33])=[CH:31][CH:32]=1. The yield is 0.810. (6) The reactants are [F:1][C:2]1[CH:3]=[C:4]2[C:8](=[CH:9][CH:10]=1)[NH:7][C:6](=[O:11])[CH2:5]2.C[Si]([N-][Si](C)(C)C)(C)C.[Na+].Cl[CH2:23][CH2:24][N:25]([CH2:33][CH2:34]Cl)[C:26](=[O:32])[O:27][C:28]([CH3:31])([CH3:30])[CH3:29]. The catalyst is O1CCCC1. The product is [CH3:31][C:28]([O:27][C:26]([N:25]1[CH2:33][CH2:34][C:5]2([C:6](=[O:11])[NH:7][C:8]3[CH:9]=[CH:10][C:2]([F:1])=[CH:3][C:4]2=3)[CH2:23][CH2:24]1)=[O:32])([CH3:29])[CH3:30]. The yield is 0.150.